From a dataset of Full USPTO retrosynthesis dataset with 1.9M reactions from patents (1976-2016). Predict the reactants needed to synthesize the given product. (1) Given the product [CH3:1][N:2]1[C:10]2[C:5](=[CH:6][CH:7]=[CH:8][CH:9]=2)[C:4]2([CH2:14][CH2:13]2)[C:3]1=[O:11], predict the reactants needed to synthesize it. The reactants are: [CH3:1][N:2]1[C:10]2[C:5](=[CH:6][CH:7]=[CH:8][CH:9]=2)[CH2:4][C:3]1=[O:11].Br[CH2:13][CH2:14]Br.[H-].[Na+].[Cl-].[NH4+]. (2) Given the product [CH2:1]([O:3][C:4](=[O:32])[CH2:5][C:6]1[CH:7]=[C:8]([C:14]2[CH:19]=[CH:18][C:17]([B:33]3[O:37][C:36]([CH3:39])([CH3:38])[C:35]([CH3:41])([CH3:40])[O:34]3)=[CH:16][C:15]=2[CH2:21][N:22]([C:25]([O:27][C:28]([CH3:31])([CH3:30])[CH3:29])=[O:26])[CH2:23][CH3:24])[C:9]([O:12][CH3:13])=[CH:10][CH:11]=1)[CH3:2], predict the reactants needed to synthesize it. The reactants are: [CH2:1]([O:3][C:4](=[O:32])[CH2:5][C:6]1[CH:7]=[C:8]([C:14]2[CH:19]=[CH:18][C:17](Br)=[CH:16][C:15]=2[CH2:21][N:22]([C:25]([O:27][C:28]([CH3:31])([CH3:30])[CH3:29])=[O:26])[CH2:23][CH3:24])[C:9]([O:12][CH3:13])=[CH:10][CH:11]=1)[CH3:2].[B:33]1([B:33]2[O:37][C:36]([CH3:39])([CH3:38])[C:35]([CH3:41])([CH3:40])[O:34]2)[O:37][C:36]([CH3:39])([CH3:38])[C:35]([CH3:41])([CH3:40])[O:34]1.C([O-])(=O)C.[K+]. (3) Given the product [CH3:3][N:2]([CH3:7])[C:13]1([CH2:22][CH2:21][CH2:20][OH:19])[CH2:14][CH2:16]1, predict the reactants needed to synthesize it. The reactants are: Cl.[N:2]1[CH:7]=CC=C(/C=C/C(O)=O)[CH:3]=1.[C:13]([O-])([CH3:16])(C)[CH3:14].[K+].[O:19]1C[CH2:22][CH2:21][CH2:20]1. (4) Given the product [OH:4][C:3]1[CH:5]=[CH:6][CH:7]=[CH:8][C:2]=1[C:1]1[S:17][C:12]2[CH:13]=[CH:14][CH:15]=[CH:16][C:11]=2[N:10]=1, predict the reactants needed to synthesize it. The reactants are: [CH:1](=O)[C:2]1[C:3](=[CH:5][CH:6]=[CH:7][CH:8]=1)[OH:4].[NH2:10][C:11]1[CH:16]=[CH:15][CH:14]=[CH:13][C:12]=1[SH:17].S(S([O-])=O)([O-])(=O)=O.[Na+].[Na+]. (5) Given the product [CH3:17][C:16]1([CH3:18])[C:15]2[C:10](=[CH:11][CH:12]=[CH:13][CH:14]=2)[C:9]([CH3:20])([CH3:19])[NH:8]1, predict the reactants needed to synthesize it. The reactants are: C([N:8]1[C:16]([CH3:18])([CH3:17])[C:15]2[C:10](=[CH:11][CH:12]=[CH:13][CH:14]=2)[C:9]1([CH3:20])[CH3:19])C1C=CC=CC=1. (6) The reactants are: [F:1][C:2]1[CH:7]=[CH:6][C:5]([C:8]2[CH:9]=[C:10]([C:15]([O:17]C)=[O:16])[C:11](=[O:14])[NH:12][N:13]=2)=[CH:4][C:3]=1[CH3:19].[F:20][C:21]1[CH:22]=[C:23]([CH:26]=[CH:27][C:28]=1[F:29])[CH2:24]Cl. Given the product [C:15]([C:10]1[C:11](=[O:14])[N:12]([CH2:24][C:23]2[CH:26]=[CH:27][C:28]([F:29])=[C:21]([F:20])[CH:22]=2)[N:13]=[C:8]([C:5]2[CH:6]=[CH:7][C:2]([F:1])=[C:3]([CH3:19])[CH:4]=2)[CH:9]=1)([OH:17])=[O:16], predict the reactants needed to synthesize it.